Dataset: Peptide-MHC class I binding affinity with 185,985 pairs from IEDB/IMGT. Task: Regression. Given a peptide amino acid sequence and an MHC pseudo amino acid sequence, predict their binding affinity value. This is MHC class I binding data. The peptide sequence is TMYDKILSY. The MHC is HLA-A31:01 with pseudo-sequence HLA-A31:01. The binding affinity (normalized) is 0.291.